From a dataset of hERG Central: cardiac toxicity at 1µM, 10µM, and general inhibition. Predict hERG channel inhibition at various concentrations. (1) The molecule is CCN1CCN(c2ccc(S(=O)(=O)N3CCOCC3)cc2NC(=O)C(C)Oc2cccc(Cl)c2)CC1. Results: hERG_inhib (hERG inhibition (general)): blocker. (2) The molecule is CCN(CCCC(=O)c1ccc(F)cc1)CCc1ccccc1.Cl. Results: hERG_inhib (hERG inhibition (general)): blocker. (3) The compound is O=C(c1cc(-c2ccncc2)nc2ccccc12)N1CCN(c2ccccn2)CC1. Results: hERG_inhib (hERG inhibition (general)): blocker. (4) The drug is CC(=O)N1CCN(c2ccccc2NC(=O)c2ccc(Br)o2)CC1. Results: hERG_inhib (hERG inhibition (general)): blocker. (5) The compound is CCOc1ccc(C(=O)NC2CC3CCCC(C2)N3Cc2ccccc2)cc1. Results: hERG_inhib (hERG inhibition (general)): blocker. (6) The drug is CC1CCCCN1CCNc1nc(=S)[nH]c2ccccc12. Results: hERG_inhib (hERG inhibition (general)): blocker.